Dataset: Full USPTO retrosynthesis dataset with 1.9M reactions from patents (1976-2016). Task: Predict the reactants needed to synthesize the given product. (1) Given the product [Cl:33][C:28]1[CH:29]=[CH:30][CH:31]=[CH:32][C:27]=1[CH:24]1[C:23]2[N:18]=[C:16]([NH:15][C:5]3[CH:6]=[CH:7][C:8]([N:9]4[CH:13]=[C:12]([CH3:14])[N:11]=[CH:10]4)=[C:3]([O:2][CH3:1])[CH:4]=3)[S:17][C:22]=2[CH2:21][CH2:20][CH2:25]1, predict the reactants needed to synthesize it. The reactants are: [CH3:1][O:2][C:3]1[CH:4]=[C:5]([NH:15][C:16]([NH2:18])=[S:17])[CH:6]=[CH:7][C:8]=1[N:9]1[CH:13]=[C:12]([CH3:14])[N:11]=[CH:10]1.Br[CH:20]1[C:25](=O)[CH:24]([C:27]2[CH:32]=[CH:31][CH:30]=[CH:29][C:28]=2[Cl:33])[CH2:23][CH2:22][CH2:21]1. (2) The reactants are: [CH:1]([C:3]1[CH:4]=[C:5]([S:17]([NH2:20])(=[O:19])=[O:18])[CH:6]=[C:7]([C:11]2[CH:16]=[CH:15][CH:14]=[CH:13][CH:12]=2)[C:8]=1[O:9][CH3:10])=[O:2].[C:21]1([CH2:27][CH2:28][C:29](Cl)=[O:30])[CH:26]=[CH:25][CH:24]=[CH:23][CH:22]=1. Given the product [CH:1]([C:3]1[CH:4]=[C:5]([S:17]([NH:20][C:29](=[O:30])[CH2:28][CH2:27][C:21]2[CH:26]=[CH:25][CH:24]=[CH:23][CH:22]=2)(=[O:19])=[O:18])[CH:6]=[C:7]([C:11]2[CH:16]=[CH:15][CH:14]=[CH:13][CH:12]=2)[C:8]=1[O:9][CH3:10])=[O:2], predict the reactants needed to synthesize it. (3) Given the product [CH2:6]([C@H:5]([NH:13][C:14]([C@@H:16]([NH:21][C:22](=[O:25])[O:23][CH3:24])[CH:17]([CH3:20])[CH2:18][CH3:19])=[O:15])[C@@H:4]([OH:26])[CH2:3][C@@H:2]([NH:1][C:37](=[O:38])[C@@H:36]([N:40]1[CH2:44][CH2:43][N:42]([CH2:45][C:46]2[CH:51]=[CH:50][CH:49]=[C:48]([CH3:52])[N:47]=2)[C:41]1=[O:53])[CH:35]([CH3:34])[CH2:54][CH3:55])[CH2:27][C:28]1[CH:29]=[CH:30][CH:31]=[CH:32][CH:33]=1)[C:7]1[CH:12]=[CH:11][CH:10]=[CH:9][CH:8]=1, predict the reactants needed to synthesize it. The reactants are: [NH2:1][C@@H:2]([CH2:27][C:28]1[CH:33]=[CH:32][CH:31]=[CH:30][CH:29]=1)[CH2:3][C@H:4]([OH:26])[C@@H:5]([NH:13][C:14]([C@@H:16]([NH:21][C:22](=[O:25])[O:23][CH3:24])[C@@H:17]([CH3:20])[CH2:18][CH3:19])=[O:15])[CH2:6][C:7]1[CH:12]=[CH:11][CH:10]=[CH:9][CH:8]=1.[CH3:34][C@@H:35]([CH2:54][CH3:55])[C@H:36]([N:40]1[CH2:44][CH2:43][N:42]([CH2:45][C:46]2[CH:51]=[CH:50][CH:49]=[C:48]([CH3:52])[N:47]=2)[C:41]1=[O:53])[C:37](O)=[O:38].CCOP(ON1N=NC2C=CC=CC=2C1=O)(OCC)=O.C(N(CC)C(C)C)(C)C. (4) Given the product [F:20][C:21]1[CH:26]=[CH:25][C:24]([CH3:28])=[C:23]([CH:22]=1)[O:1][CH:2]1[CH2:3][CH2:4][N:5]([C:8](=[O:19])[CH2:9][NH:10][C:11]2[C:12](=[O:18])[N:13]([CH3:17])[N:14]=[CH:15][CH:16]=2)[CH2:6][CH2:7]1, predict the reactants needed to synthesize it. The reactants are: [OH:1][CH:2]1[CH2:7][CH2:6][N:5]([C:8](=[O:19])[CH2:9][NH:10][C:11]2[C:12](=[O:18])[N:13]([CH3:17])[N:14]=[CH:15][CH:16]=2)[CH2:4][CH2:3]1.[F:20][C:21]1[CH:22]=[CH:23][C:24]([CH3:28])=[C:25](O)[CH:26]=1. (5) Given the product [F:1][C:2]1[C:7]([F:8])=[CH:6][CH:5]=[CH:4][C:3]=1[C@@:9]([NH:14][S@@:15]([C:17]([CH3:20])([CH3:19])[CH3:18])=[O:16])([CH2:11][CH:12]=[O:13])[CH3:10], predict the reactants needed to synthesize it. The reactants are: [F:1][C:2]1[C:7]([F:8])=[CH:6][CH:5]=[CH:4][C:3]=1[C@@:9]([NH:14][S@@:15]([C:17]([CH3:20])([CH3:19])[CH3:18])=[O:16])([CH2:11][CH2:12][OH:13])[CH3:10].CC(OI1(OC(C)=O)(OC(C)=O)OC(=O)C2C=CC=CC1=2)=O. (6) Given the product [CH3:24][O:11][C:10](=[O:12])[C@@H:9]([NH:8][C:6]([O:5][C:1]([CH3:4])([CH3:2])[CH3:3])=[O:7])[CH2:13][C:14]1[CH:19]=[CH:18][C:17]([N+:20]([O-:22])=[O:21])=[CH:16][CH:15]=1, predict the reactants needed to synthesize it. The reactants are: [C:1]([O:5][C:6]([NH:8][C@@H:9]([CH2:13][C:14]1[CH:19]=[CH:18][C:17]([N+:20]([O-:22])=[O:21])=[CH:16][CH:15]=1)[C:10]([OH:12])=[O:11])=[O:7])([CH3:4])([CH3:3])[CH3:2].[Si](C=[N+]=[N-])(C)(C)[CH3:24].